Dataset: Catalyst prediction with 721,799 reactions and 888 catalyst types from USPTO. Task: Predict which catalyst facilitates the given reaction. Reactant: [Cl:1][C:2]1[C:3]([CH:13]=O)=[CH:4][C:5]([CH2:8][CH2:9][CH2:10][O:11][CH3:12])=[N:6][CH:7]=1.[CH:15]1([NH2:18])[CH2:17][CH2:16]1.[BH4-].[Na+]. Product: [Cl:1][C:2]1[C:3]([CH2:13][NH:18][CH:15]2[CH2:17][CH2:16]2)=[CH:4][C:5]([CH2:8][CH2:9][CH2:10][O:11][CH3:12])=[N:6][CH:7]=1.[Cl:1][C:2]1[C:3]([CH:13]=[N:18][CH:15]2[CH2:17][CH2:16]2)=[CH:4][C:5]([CH2:8][CH2:9][CH2:10][O:11][CH3:12])=[N:6][CH:7]=1. The catalyst class is: 5.